From a dataset of Catalyst prediction with 721,799 reactions and 888 catalyst types from USPTO. Predict which catalyst facilitates the given reaction. (1) Reactant: Br[C:2]1[S:6][C:5]([C:7]2[N:11]=[CH:10][N:9]([CH:12]3[CH2:17][CH2:16][CH2:15][CH2:14][O:13]3)[N:8]=2)=[C:4]([CH:18]([C:20]2[CH:25]=[CH:24][C:23]([Cl:26])=[CH:22][CH:21]=2)[OH:19])[CH:3]=1.[F:27][C:28]1[CH:33]=[C:32](B(O)O)[CH:31]=[CH:30][N:29]=1.C(=O)([O-])[O-].[Cs+].[Cs+].O1CCOCC1.O. Product: [Cl:26][C:23]1[CH:24]=[CH:25][C:20]([CH:18]([C:4]2[CH:3]=[C:2]([C:32]3[CH:31]=[CH:30][N:29]=[C:28]([F:27])[CH:33]=3)[S:6][C:5]=2[C:7]2[N:11]=[CH:10][N:9]([CH:12]3[CH2:17][CH2:16][CH2:15][CH2:14][O:13]3)[N:8]=2)[OH:19])=[CH:21][CH:22]=1. The catalyst class is: 73. (2) Reactant: [CH3:1][C:2]1[C:11](Cl)=[C:10]([CH3:13])[C:9]2[C:4](=[CH:5][CH:6]=[CH:7][CH:8]=2)[N:3]=1.C1(P(C2C=CC=CC=2)CCCP(C2C=CC=CC=2)C2C=CC=CC=2)C=CC=CC=1.[F:43][C:44]([F:58])([F:57])[C:45]1[CH:46]=[C:47]([Mg]Br)[CH:48]=[C:49]([C:51]([F:54])([F:53])[F:52])[CH:50]=1.FC(F)(F)C1C=C(Br)C=C(C(F)(F)F)C=1. Product: [CH3:1][C:2]1[C:11]([C:47]2[CH:48]=[C:49]([C:51]([F:54])([F:52])[F:53])[CH:50]=[C:45]([C:44]([F:43])([F:58])[F:57])[CH:46]=2)=[C:10]([CH3:13])[C:9]2[C:4](=[CH:5][CH:6]=[CH:7][CH:8]=2)[N:3]=1. The catalyst class is: 90. (3) Reactant: [CH2:1]([N:3]1[C:7]2=[N:8][C:9]([CH2:54][CH3:55])=[C:10]([CH2:19][NH:20][C:21]([C:23]3[CH:28]=[CH:27][CH:26]=[C:25]([C:29]([NH:31][CH2:32][C:33]4[CH:34]=[C:35]([C:40]5[CH:45]=[CH:44][CH:43]=[C:42]([CH2:46][N:47]6[CH2:52][CH2:51][CH:50]([OH:53])[CH2:49][CH2:48]6)[CH:41]=5)[C:36]([F:39])=[CH:37][CH:38]=4)=[O:30])[CH:24]=3)=[O:22])[C:11]([NH:12][CH:13]3[CH2:18][CH2:17][O:16][CH2:15][CH2:14]3)=[C:6]2[CH:5]=[N:4]1)[CH3:2].CC(OI1(OC(C)=O)(OC(C)=O)OC(=O)C2C=CC=CC1=2)=O. Product: [CH2:1]([N:3]1[C:7]2=[N:8][C:9]([CH2:54][CH3:55])=[C:10]([CH2:19][NH:20][C:21]([C:23]3[CH:28]=[CH:27][CH:26]=[C:25]([C:29]([NH:31][CH2:32][C:33]4[CH:34]=[C:35]([C:40]5[CH:45]=[CH:44][CH:43]=[C:42]([CH2:46][N:47]6[CH2:48][CH2:49][C:50](=[O:53])[CH2:51][CH2:52]6)[CH:41]=5)[C:36]([F:39])=[CH:37][CH:38]=4)=[O:30])[CH:24]=3)=[O:22])[C:11]([NH:12][CH:13]3[CH2:18][CH2:17][O:16][CH2:15][CH2:14]3)=[C:6]2[CH:5]=[N:4]1)[CH3:2]. The catalyst class is: 2. (4) Reactant: [C:1]([O:8][CH2:9][CH3:10])(=[O:7])[C:2]([O:4]CC)=O.[O-]CC.[Na+].[CH3:15][C:16]1[CH:17]=[CH:18][C:19]([C:22](=[O:24])[CH3:23])=[N:20][CH:21]=1.O. Product: [CH3:15][C:16]1[CH:17]=[CH:18][C:19]([C:22](=[O:24])[CH2:23][C:2](=[O:4])[C:1]([O:8][CH2:9][CH3:10])=[O:7])=[N:20][CH:21]=1. The catalyst class is: 621. (5) Reactant: Br[CH2:2][CH2:3][CH2:4][CH2:5][CH2:6]Br.C(=O)([O-])[O-].[Na+].[Na+].[NH2:14][C:15]1[CH:20]=[CH:19][C:18]([CH3:21])=[CH:17][CH:16]=1. Product: [CH3:21][C:18]1[CH:19]=[CH:20][C:15]([N:14]2[CH2:6][CH2:5][CH2:4][CH2:3][CH2:2]2)=[CH:16][CH:17]=1. The catalyst class is: 5. (6) Reactant: O=[C:2]1[CH2:11][CH2:10][CH:9]2[CH:4]([CH2:5][CH:6]([C:16]([O:18][CH2:19][CH3:20])=[O:17])[N:7]([C:12]([O:14][CH3:15])=[O:13])[CH2:8]2)[CH2:3]1.[NH2:21][C:22]1[CH:29]=[CH:28][CH:27]=[C:26]([F:30])[C:23]=1[C:24]#[N:25].C(O)(=O)C.C(O[BH-](OC(=O)C)OC(=O)C)(=O)C.[Na+]. Product: [F:30][C:26]1[C:23]([C:24]#[N:25])=[C:22]([NH:21][C@H:2]2[CH2:11][CH2:10][C@@H:9]3[C@@H:4]([CH2:5][C@@H:6]([C:16]([O:18][CH2:19][CH3:20])=[O:17])[N:7]([C:12]([O:14][CH3:15])=[O:13])[CH2:8]3)[CH2:3]2)[CH:29]=[CH:28][CH:27]=1. The catalyst class is: 195. (7) Reactant: [NH2:1][CH2:2][C:3]([CH3:24])([CH3:23])[CH2:4][N:5]1[C:17]2[C:16]3[CH:15]=[CH:14][CH:13]=[CH:12][C:11]=3[N:10]=[C:9]([NH2:18])[C:8]=2[N:7]=[C:6]1[CH2:19][CH2:20][O:21][CH3:22].C(N(CC)CC)C.[C:32](Cl)(=[O:39])[C:33]1[CH:38]=[CH:37][CH:36]=[CH:35][CH:34]=1.C(=O)(O)[O-].[Na+]. Product: [NH2:18][C:9]1[C:8]2[N:7]=[C:6]([CH2:19][CH2:20][O:21][CH3:22])[N:5]([CH2:4][C:3]([CH3:24])([CH3:23])[CH2:2][NH:1][C:32](=[O:39])[C:33]3[CH:38]=[CH:37][CH:36]=[CH:35][CH:34]=3)[C:17]=2[C:16]2[CH:15]=[CH:14][CH:13]=[CH:12][C:11]=2[N:10]=1. The catalyst class is: 60. (8) Reactant: [C:1]([N:5]1[C:10](=[O:11])[C:9]([Cl:12])=[C:8]([O:13][CH2:14][C:15]2[CH:20]=[CH:19][C:18]([O:21][CH:22]([CH2:25][CH3:26])[CH2:23][OH:24])=[CH:17][CH:16]=2)[CH:7]=[N:6]1)([CH3:4])([CH3:3])[CH3:2].ClCCl.[C:30]1(C)[C:31]([S:36](Cl)(=[O:38])=[O:37])=[CH:32][CH:33]=[CH:34][CH:35]=1.[CH:41](N(C(C)C)CC)(C)C. Product: [C:1]([N:5]1[C:10](=[O:11])[C:9]([Cl:12])=[C:8]([O:13][CH2:14][C:15]2[CH:16]=[CH:17][C:18]([O:21][CH:22]([CH2:25][CH3:26])[CH2:23][O:24][S:36]([C:31]3[CH:30]=[CH:35][C:34]([CH3:41])=[CH:33][CH:32]=3)(=[O:37])=[O:38])=[CH:19][CH:20]=2)[CH:7]=[N:6]1)([CH3:4])([CH3:3])[CH3:2]. The catalyst class is: 6. (9) Reactant: [S:1]1[CH:5]=[CH:4][C:3]([CH2:6][O:7][C:8]2[CH:13]=[CH:12][C:11]([CH2:14][C:15](Cl)=[N:16][OH:17])=[CH:10][CH:9]=2)=[CH:2]1.[C:19]([C:21]1[C:22]([NH2:28])=[N:23][C:24]([NH2:27])=[CH:25][CH:26]=1)#[CH:20].C(N(CC)CC)C. Product: [S:1]1[CH:5]=[CH:4][C:3]([CH2:6][O:7][C:8]2[CH:13]=[CH:12][C:11]([CH2:14][C:15]3[CH:20]=[C:19]([C:21]4[C:22]([NH2:28])=[N:23][C:24]([NH2:27])=[CH:25][CH:26]=4)[O:17][N:16]=3)=[CH:10][CH:9]=2)=[CH:2]1. The catalyst class is: 7.